This data is from Forward reaction prediction with 1.9M reactions from USPTO patents (1976-2016). The task is: Predict the product of the given reaction. (1) Given the reactants Br[C:2]([F:15])([F:14])[C:3]#[C:4][CH2:5][O:6][Si:7]([C:10]([CH3:13])([CH3:12])[CH3:11])([CH3:9])[CH3:8].[CH2:16]=[O:17].[In], predict the reaction product. The product is: [Si:7]([O:6][CH2:5][C:4]#[C:3][C:2]([F:15])([F:14])[CH2:16][OH:17])([C:10]([CH3:13])([CH3:12])[CH3:11])([CH3:9])[CH3:8].[F:15][C:2]([F:14])([CH2:16][OH:17])[C:3]#[C:4][CH2:5][OH:6].[CH2:5]([OH:6])[C:4]#[CH:3]. (2) Given the reactants [F:1][C:2]1[CH:7]=[CH:6][C:5]([S:8]([NH:11][C:12]2[C:21]([C:22]([OH:24])=[O:23])=[C:20]3[C:15]([CH:16]4[CH2:25][CH:17]4[CH2:18][O:19]3)=[CH:14][CH:13]=2)(=[O:10])=[O:9])=[C:4]([CH:26]=[CH2:27])[CH:3]=1.[CH2:28]([N:30]1[CH2:34][CH2:33][C@@H:32]([NH2:35])[CH2:31]1)[CH3:29], predict the reaction product. The product is: [CH2:28]([N:30]1[CH2:34][CH2:33][C@@H:32]([NH:35][CH2:27][CH2:26][C:4]2[CH:3]=[C:2]([F:1])[CH:7]=[CH:6][C:5]=2[S:8]([NH:11][C:12]2[C:21]([C:22]([OH:24])=[O:23])=[C:20]3[C:15]([CH:16]4[CH2:25][CH:17]4[CH2:18][O:19]3)=[CH:14][CH:13]=2)(=[O:9])=[O:10])[CH2:31]1)[CH3:29]. (3) Given the reactants [F:1][C:2]1[CH:7]=[CH:6][C:5]([C:8]2[C:12]([C:13]3[CH:18]=[CH:17][C:16]([F:19])=[CH:15][CH:14]=3)=[C:11]([CH:20]=[O:21])[N:10]([CH:22]([CH3:24])[CH3:23])[C:9]=2[C:25]([OH:27])=[O:26])=[CH:4][CH:3]=1.C1CCN2C(=NCCC2)CC1.[CH2:39](Br)[C:40]1[CH:45]=[CH:44][CH:43]=[CH:42][CH:41]=1, predict the reaction product. The product is: [CH2:39]([O:26][C:25]([C:9]1[N:10]([CH:22]([CH3:24])[CH3:23])[C:11]([CH:20]=[O:21])=[C:12]([C:13]2[CH:14]=[CH:15][C:16]([F:19])=[CH:17][CH:18]=2)[C:8]=1[C:5]1[CH:4]=[CH:3][C:2]([F:1])=[CH:7][CH:6]=1)=[O:27])[C:40]1[CH:45]=[CH:44][CH:43]=[CH:42][CH:41]=1. (4) The product is: [Br:1][C:2]1[N:6]([CH2:7][CH3:8])[CH:5]=[C:4]([C:9]([NH2:14])=[O:11])[CH:3]=1. Given the reactants [Br:1][C:2]1[N:6]([CH2:7][CH3:8])[CH:5]=[C:4]([C:9]([OH:11])=O)[CH:3]=1.CC[N:14](C(C)C)C(C)C.CN(C(ON1N=NC2C=CC=CC1=2)=[N+](C)C)C.[B-](F)(F)(F)F.N, predict the reaction product.